This data is from Forward reaction prediction with 1.9M reactions from USPTO patents (1976-2016). The task is: Predict the product of the given reaction. (1) The product is: [CH:15]1([N:18]2[C:6]([NH2:7])=[CH:5][C:4]([CH:1]3[CH2:3][CH2:2]3)=[N:19]2)[CH2:17][CH2:16]1. Given the reactants [CH:1]1([C:4](=O)[CH2:5][C:6]#[N:7])[CH2:3][CH2:2]1.C([O-])(=O)C.[Na+].Cl.[CH:15]1([NH:18][NH2:19])[CH2:17][CH2:16]1, predict the reaction product. (2) The product is: [N:8]1([C:4]2[N:3]=[C:2]([N:13]3[CH2:18][CH2:17][CH2:16][CH2:15][CH:14]3[CH2:19][CH2:20][OH:21])[CH:7]=[CH:6][N:5]=2)[CH:12]=[CH:11][N:10]=[CH:9]1. Given the reactants Cl[C:2]1[CH:7]=[CH:6][N:5]=[C:4]([N:8]2[CH:12]=[CH:11][N:10]=[CH:9]2)[N:3]=1.[NH:13]1[CH2:18][CH2:17][CH2:16][CH2:15][CH:14]1[CH2:19][CH2:20][OH:21], predict the reaction product.